This data is from Forward reaction prediction with 1.9M reactions from USPTO patents (1976-2016). The task is: Predict the product of the given reaction. Given the reactants C(=O)([O-])[O-].[K+].[K+].CN(C=O)C.[Br:12][C:13]1[C:14]([Cl:24])=[C:15]([OH:23])[C:16]([S:19]([CH3:22])(=[O:21])=[O:20])=[CH:17][CH:18]=1.Br[CH2:26][CH2:27][CH:28]1[O:32][CH2:31][CH2:30][O:29]1, predict the reaction product. The product is: [Br:12][C:13]1[C:14]([Cl:24])=[C:15]([C:16]([S:19]([CH3:22])(=[O:21])=[O:20])=[CH:17][CH:18]=1)[O:23][CH2:26][CH2:27][CH:28]1[O:32][CH2:31][CH2:30][O:29]1.